From a dataset of Forward reaction prediction with 1.9M reactions from USPTO patents (1976-2016). Predict the product of the given reaction. (1) Given the reactants [ClH:1].[N:2]1([S:8]([C:11]2[CH:16]=[CH:15][CH:14]=[CH:13][C:12]=2[C:17]2[CH:22]=[CH:21][C:20]([CH2:23][C@H:24]([NH:39][C:40]([C@H:42]3[CH2:47][CH2:46][C@H:45]([CH2:48][NH:49]C(=O)OC(C)(C)C)[CH2:44][CH2:43]3)=[O:41])[C:25](=[O:38])[NH:26][C:27]3[CH:32]=[CH:31][C:30]([C:33]4[N:34]=[N:35][NH:36][N:37]=4)=[CH:29][CH:28]=3)=[CH:19][CH:18]=2)(=[O:10])=[O:9])[CH2:7][CH2:6][O:5][CH2:4][CH2:3]1, predict the reaction product. The product is: [ClH:1].[NH2:49][CH2:48][C@H:45]1[CH2:46][CH2:47][C@H:42]([C:40]([NH:39][C@@H:24]([CH2:23][C:20]2[CH:21]=[CH:22][C:17]([C:12]3[CH:13]=[CH:14][CH:15]=[CH:16][C:11]=3[S:8]([N:2]3[CH2:7][CH2:6][O:5][CH2:4][CH2:3]3)(=[O:10])=[O:9])=[CH:18][CH:19]=2)[C:25](=[O:38])[NH:26][C:27]2[CH:32]=[CH:31][C:30]([C:33]3[N:37]=[N:36][NH:35][N:34]=3)=[CH:29][CH:28]=2)=[O:41])[CH2:43][CH2:44]1. (2) Given the reactants [C:1]([O:5][C:6]([N:8]1[CH2:13][CH2:12][N:11]([C:14]2[CH:19]=[C:18]([S:20]([CH3:23])(=[O:22])=[O:21])[CH:17]=[C:16](Br)[N:15]=2)[CH2:10][CH2:9]1)=[O:7])([CH3:4])([CH3:3])[CH3:2].C(Cl)Cl.[Cl:28][C:29]1(B(O)O)[CH:34]=[CH:33][CH:32]=[CH:31][NH:30]1.C([O-])([O-])=O.[Na+].[Na+], predict the reaction product. The product is: [C:1]([O:5][C:6]([N:8]1[CH2:13][CH2:12][N:11]([C:14]2[N:15]=[C:16]([C:33]3[CH:32]=[CH:31][N:30]=[C:29]([Cl:28])[CH:34]=3)[CH:17]=[C:18]([S:20]([CH3:23])(=[O:22])=[O:21])[CH:19]=2)[CH2:10][CH2:9]1)=[O:7])([CH3:4])([CH3:3])[CH3:2]. (3) Given the reactants CON(C)[C:4]([C:6]1[N:11]([C:12]2[CH:17]=[CH:16][CH:15]=[CH:14][CH:13]=2)[C:10](=[O:18])[N:9]2[CH:19]=[CH:20][CH:21]=[C:8]2[CH:7]=1)=[O:5].[CH3:23][Mg]Br, predict the reaction product. The product is: [C:4]([C:6]1[N:11]([C:12]2[CH:17]=[CH:16][CH:15]=[CH:14][CH:13]=2)[C:10](=[O:18])[N:9]2[CH:19]=[CH:20][CH:21]=[C:8]2[CH:7]=1)(=[O:5])[CH3:23]. (4) Given the reactants [NH2:1][C:2]1[C:15]2[C:6](=[CH:7][C:8]3[C:9]4[C:14]=2[C:13](=[O:16])[N:12]([CH2:17][CH2:18][N:19]([CH3:21])[CH3:20])[C:11](=[O:22])[C:10]=4[CH:23]=[CH:24][CH:25]=3)[CH:5]=[CH:4][CH:3]=1.C(Cl)Cl.[CH3:29][OH:30], predict the reaction product. The product is: [CH3:21][N:19]([CH3:20])[CH2:18][CH2:17][N:12]1[C:11](=[O:22])[C:10]2[CH:23]=[CH:24][CH:25]=[C:8]3[C:9]=2[C:14](=[C:15]2[C:2]([NH:1][C:13](=[O:16])[CH2:14][C:29](=[O:30])[CH2:8][CH2:7][C:6]4[CH:15]=[CH:2][CH:3]=[CH:4][CH:5]=4)=[CH:3][CH:4]=[CH:5][C:6]2=[CH:7]3)[C:13]1=[O:16]. (5) Given the reactants BrCCBr.C[Si](Cl)(C)C.[CH3:10][O:11][C:12](=[O:21])/[C:13](/I)=[CH:14]\[CH:15]1[CH2:19][CH2:18][CH2:17][CH2:16]1.C1(P(C2C=CC=CC=2)C2C=CC=CC=2)C=CC=CC=1.Br[C:42]1[CH:43]=[CH:44][C:45]([S:54]([CH3:57])(=[O:56])=[O:55])=[C:46]([N:48]2[C:52]([CH3:53])=[N:51][N:50]=[N:49]2)[CH:47]=1.[Cl-].[NH4+], predict the reaction product. The product is: [CH3:10][O:11][C:12](=[O:21])/[C:13](/[C:42]1[CH:43]=[CH:44][C:45]([S:54]([CH3:57])(=[O:56])=[O:55])=[C:46]([N:48]2[C:52]([CH3:53])=[N:51][N:50]=[N:49]2)[CH:47]=1)=[CH:14]/[CH:15]1[CH2:19][CH2:18][CH2:17][CH2:16]1. (6) Given the reactants [F:1][C:2]1[CH2:7][CH2:6][CH:5]([C:8]([O:10][CH2:11][C:12]2[CH:17]=[CH:16][CH:15]=[CH:14][CH:13]=2)=[O:9])[CH2:4][CH:3]=1.C[Si]([N-][Si](C)(C)C)(C)C.[K+].C1(C2[O:36]N2S(C2C=CC=CC=2)(=O)=O)C=CC=CC=1.O1CN1, predict the reaction product. The product is: [F:1][C:2]1[CH2:7][CH2:6][C:5]([OH:36])([C:8]([O:10][CH2:11][C:12]2[CH:13]=[CH:14][CH:15]=[CH:16][CH:17]=2)=[O:9])[CH2:4][CH:3]=1. (7) Given the reactants [CH3:1]CN(C(C)C)C(C)C.C1C=CC2N(O)N=NC=2C=1.C(Cl)CCl.[CH:24]1([N:28]2[CH2:33][CH2:32][N:31]([C:34]([C@@H:36]3[CH2:38][C@H:37]3[C:39]3[CH:47]=[CH:46][C:42]([C:43]([NH2:45])=[O:44])=[CH:41][CH:40]=3)=[O:35])[CH2:30][C@H:29]2[CH3:48])[CH2:27][CH2:26][CH2:25]1, predict the reaction product. The product is: [CH:24]1([N:28]2[CH2:33][CH2:32][N:31]([C:34]([C@@H:36]3[CH2:38][C@H:37]3[C:39]3[CH:40]=[CH:41][C:42]([C:43]([NH2:45])=[O:44])=[CH:46][CH:47]=3)=[O:35])[CH2:30][C:29]2([CH3:1])[CH3:48])[CH2:25][CH2:26][CH2:27]1. (8) The product is: [Cl:15][C:5]1[C:6]([NH:8][C:9]2[S:10][C:11]([CH3:14])=[CH:12][N:13]=2)=[N:7][C:2]([NH:26][C@H:24]([C:21]2[CH:20]=[CH:19][C:18]([F:17])=[CH:23][N:22]=2)[CH3:25])=[N:3][CH:4]=1. Given the reactants Cl[C:2]1[N:7]=[C:6]([NH:8][C:9]2[S:10][C:11]([CH3:14])=[CH:12][N:13]=2)[C:5]([Cl:15])=[CH:4][N:3]=1.Cl.[F:17][C:18]1[CH:19]=[CH:20][C:21]([C@@H:24]([NH2:26])[CH3:25])=[N:22][CH:23]=1, predict the reaction product. (9) Given the reactants [Cl:1][C:2]1[C:10]([N:11]2[CH2:16][CH2:15][N:14]([CH2:17][CH:18]=O)[CH2:13][CH2:12]2)=[CH:9][CH:8]=[C:7]2[C:3]=1[CH:4]=[CH:5][N:6]2[C:20]([O:22][C:23]([CH3:26])([CH3:25])[CH3:24])=[O:21].[CH3:27][CH2:28][CH2:29][NH:30][C@H:31]1[CH2:36][C:35]2[S:37][C:38]([NH2:40])=[N:39][C:34]=2[CH2:33][CH2:32]1.[BH-](OC(C)=O)(OC(C)=O)OC(C)=O.[Na+], predict the reaction product. The product is: [NH2:40][C:38]1[S:37][C:35]2[CH2:36][C@H:31]([N:30]([CH2:29][CH2:28][CH3:27])[CH2:18][CH2:17][N:14]3[CH2:13][CH2:12][N:11]([C:10]4[C:2]([Cl:1])=[C:3]5[C:7](=[CH:8][CH:9]=4)[N:6]([C:20]([O:22][C:23]([CH3:25])([CH3:26])[CH3:24])=[O:21])[CH:5]=[CH:4]5)[CH2:16][CH2:15]3)[CH2:32][CH2:33][C:34]=2[N:39]=1.